Dataset: Full USPTO retrosynthesis dataset with 1.9M reactions from patents (1976-2016). Task: Predict the reactants needed to synthesize the given product. (1) The reactants are: [N:1]([C:4]1[CH:5]=[C:6]([S:12]([N:15]2[CH2:20][CH2:19][CH2:18][CH2:17][CH2:16]2)(=[O:14])=[O:13])[CH:7]=[CH:8][C:9]=1[O:10][CH3:11])=[C:2]=[S:3].[NH2:21][C:22]1[C:30]2[N:29]=[CH:28][N:27]([CH3:31])[C:26]=2[CH:25]=[CH:24][CH:23]=1.COC1C=CN=CC=1NC(NC1C2N=CN(C)C=2C=CC=1)=S. Given the product [CH3:11][O:10][C:9]1[CH:8]=[CH:7][C:6]([S:12]([N:15]2[CH2:20][CH2:19][CH2:18][CH2:17][CH2:16]2)(=[O:14])=[O:13])=[CH:5][C:4]=1[NH:1][C:2]([NH:21][C:22]1[C:30]2[N:29]=[CH:28][N:27]([CH3:31])[C:26]=2[CH:25]=[CH:24][CH:23]=1)=[S:3], predict the reactants needed to synthesize it. (2) Given the product [Br:1][C:2]1[CH:3]=[C:4]([CH3:9])[C:5]2[N:6]([C:32]([NH:31][C:33]([CH3:36])([CH3:35])[CH3:34])=[C:14]([C:13]3[CH:16]=[CH:17][CH:18]=[C:11]([Cl:10])[CH:12]=3)[N:8]=2)[CH:7]=1, predict the reactants needed to synthesize it. The reactants are: [Br:1][C:2]1[CH:3]=[C:4]([CH3:9])[C:5]([NH2:8])=[N:6][CH:7]=1.[Cl:10][C:11]1[CH:12]=[C:13]([CH:16]=[CH:17][CH:18]=1)[CH:14]=O.O.C1(C)C=CC(S(O)(=O)=O)=CC=1.[N+:31]([C:33]([CH3:36])([CH3:35])[CH3:34])#[C-:32]. (3) The reactants are: N([O-])=[O:2].[Na+].N[C:6]1[N:7]=[N+:8]([O-:17])[C:9]2[CH:15]=[C:14]([OH:16])[CH:13]=[CH:12][C:10]=2[N:11]=1. Given the product [OH:2][C:6]1[N:7]=[N+:8]([O-:17])[C:9]2[CH:15]=[C:14]([OH:16])[CH:13]=[CH:12][C:10]=2[N:11]=1, predict the reactants needed to synthesize it. (4) Given the product [Cl:13][C:14]1[C:19]([C:20]([F:21])([F:22])[F:23])=[C:18]([O:12][CH2:11][C:8]2([C:5]3[CH:4]=[CH:3][C:2]([Cl:1])=[CH:7][CH:6]=3)[CH2:9][CH2:10]2)[CH:17]=[CH:16][N:15]=1, predict the reactants needed to synthesize it. The reactants are: [Cl:1][C:2]1[CH:7]=[CH:6][C:5]([C:8]2([CH2:11][OH:12])[CH2:10][CH2:9]2)=[CH:4][CH:3]=1.[Cl:13][C:14]1[C:19]([C:20]([F:23])([F:22])[F:21])=[C:18](Cl)[CH:17]=[CH:16][N:15]=1. (5) Given the product [O:1]([CH2:8][C@@H:9]([OH:40])[CH2:10][N:11]([CH2:33][C:34]1[CH:35]=[CH:36][CH:37]=[CH:38][CH:39]=1)[C@@H:12]([CH2:15][C:16]1[CH:21]=[CH:20][C:19]([O:22][CH2:23][C:24]2[CH:25]=[CH:26][CH:27]=[CH:28][CH:29]=2)=[C:18]([NH2:30])[CH:17]=1)[CH2:13][OH:14])[C:2]1[CH:7]=[CH:6][CH:5]=[CH:4][CH:3]=1, predict the reactants needed to synthesize it. The reactants are: [O:1]([CH2:8][C@@H:9]([OH:40])[CH2:10][N:11]([CH2:33][C:34]1[CH:39]=[CH:38][CH:37]=[CH:36][CH:35]=1)[C@@H:12]([CH2:15][C:16]1[CH:21]=[CH:20][C:19]([O:22][CH2:23][C:24]2[CH:29]=[CH:28][CH:27]=[CH:26][CH:25]=2)=[C:18]([N+:30]([O-])=O)[CH:17]=1)[CH2:13][OH:14])[C:2]1[CH:7]=[CH:6][CH:5]=[CH:4][CH:3]=1.[Cl-].[NH4+].O.C(O)C. (6) Given the product [CH3:34][O:35][C:36]1[CH:37]=[C:38]2[C:43](=[CH:44][C:45]=1[O:46][CH3:47])[N:42]=[CH:41][CH:40]=[C:39]2[O:48][C:49]1[CH:50]=[CH:51][C:52]([NH:53][C:28]([NH:27][C:25](=[O:26])[CH:24]([CH3:23])[CH2:30][CH2:31][CH2:32][CH3:33])=[S:29])=[CH:54][CH:55]=1, predict the reactants needed to synthesize it. The reactants are: S(Cl)(Cl)=O.CC(CCCC)C(O)=O.CC(CCCC)C(Cl)=O.[CH3:23][CH:24]([CH2:30][CH2:31][CH2:32][CH3:33])[C:25]([N:27]=[C:28]=[S:29])=[O:26].[CH3:34][O:35][C:36]1[CH:37]=[C:38]2[C:43](=[CH:44][C:45]=1[O:46][CH3:47])[N:42]=[CH:41][CH:40]=[C:39]2[O:48][C:49]1[CH:55]=[CH:54][C:52]([NH2:53])=[CH:51][CH:50]=1. (7) Given the product [Br:3][C:4]1[CH:5]=[C:6]([O:14][CH2:15][C@@H:16]2[CH2:21][CH2:20][CH2:19][N:18]([CH3:23])[CH2:17]2)[C:7]2[N:8]([CH:11]=[N:12][CH:13]=2)[C:9]=1[Cl:10], predict the reactants needed to synthesize it. The reactants are: Cl.Cl.[Br:3][C:4]1[CH:5]=[C:6]([O:14][CH2:15][C@@H:16]2[CH2:21][CH2:20][CH2:19][NH:18][CH2:17]2)[C:7]2[N:8]([CH:11]=[N:12][CH:13]=2)[C:9]=1[Cl:10].Br[C:23]1C=C(OC[C@@H]2CCCNC2)C2N(C=NC=2)C=1Cl.C=O.O.C(O[BH-](OC(=O)C)OC(=O)C)(=O)C.[Na+].